This data is from Catalyst prediction with 721,799 reactions and 888 catalyst types from USPTO. The task is: Predict which catalyst facilitates the given reaction. (1) Reactant: COC1C=CC(C[N:8]2[C:13](=[O:14])[C:12]([C:15]3[CH:24]=[CH:23][C:18]([C:19]([O:21][CH3:22])=[O:20])=[CH:17][CH:16]=3)=[CH:11][N:10]=[CH:9]2)=CC=1. Product: [O:14]=[C:13]1[NH:8][CH:9]=[N:10][CH:11]=[C:12]1[C:15]1[CH:16]=[CH:17][C:18]([C:19]([O:21][CH3:22])=[O:20])=[CH:23][CH:24]=1. The catalyst class is: 55. (2) Reactant: [CH2:1]([OH:8])[C:2]1[CH:7]=[CH:6][CH:5]=[CH:4][CH:3]=1.[Cl:9][C:10]1[C:15](Cl)=[CH:14][C:13]([NH2:17])=[C:12]([N+:18]([O-:20])=[O:19])[CH:11]=1.C(=O)([O-])[O-].[Cs+].[Cs+]. Product: [CH2:1]([O:8][C:15]1[C:10]([Cl:9])=[CH:11][C:12]([N+:18]([O-:20])=[O:19])=[C:13]([NH2:17])[CH:14]=1)[C:2]1[CH:7]=[CH:6][CH:5]=[CH:4][CH:3]=1. The catalyst class is: 44. (3) Reactant: [C:1]([N:8]1[CH2:11][CH:10]([OH:12])[CH2:9]1)([O:3][C:4]([CH3:7])([CH3:6])[CH3:5])=[O:2].[H-].[Na+].[N+:15]([C:18]1[CH:23]=[CH:22][C:21](F)=[CH:20][C:19]=1[CH3:25])([O-:17])=[O:16]. Product: [C:4]([O:3][C:1]([N:8]1[CH2:11][CH:10]([O:12][C:21]2[CH:22]=[CH:23][C:18]([N+:15]([O-:17])=[O:16])=[C:19]([CH3:25])[CH:20]=2)[CH2:9]1)=[O:2])([CH3:7])([CH3:6])[CH3:5]. The catalyst class is: 1. (4) Reactant: [CH3:1][NH:2][C@H:3]([C:8]([OH:10])=[O:9])[CH2:4][C:5]([OH:7])=[O:6].[S:11](=[O:15])(=[O:14])([OH:13])[OH:12]. Product: [S:11]([OH:15])([OH:14])(=[O:13])=[O:12].[CH3:1][NH:2][C@H:3]([C:8]([OH:10])=[O:9])[CH2:4][C:5]([OH:7])=[O:6]. The catalyst class is: 6.